From a dataset of Full USPTO retrosynthesis dataset with 1.9M reactions from patents (1976-2016). Predict the reactants needed to synthesize the given product. (1) Given the product [C:24]([Si:21]([CH3:23])([CH3:22])[O:20][C@H:17]1[CH2:18][CH2:19][C@H:15]([NH:14][C:7]2[C:6]([CH:4]=[O:3])=[CH:11][N:10]=[C:9]([S:12][CH3:13])[N:8]=2)[CH2:16]1)([CH3:27])([CH3:26])[CH3:25], predict the reactants needed to synthesize it. The reactants are: C([O:3][C:4]([C:6]1[C:7]([NH:14][C@H:15]2[CH2:19][CH2:18][C@H:17]([O:20][Si:21]([C:24]([CH3:27])([CH3:26])[CH3:25])([CH3:23])[CH3:22])[CH2:16]2)=[N:8][C:9]([S:12][CH3:13])=[N:10][CH:11]=1)=O)C.[H-].[Al+3].[Li+].[H-].[H-].[H-].C(OCC)(=O)C.C(C(C(C([O-])=O)O)O)([O-])=O.[Na+].[K+]. (2) The reactants are: [Br:1][C:2]1[N:10]2[C:5]([CH:6]=[N:7][C:8](O)=[N:9]2)=[CH:4][CH:3]=1.C(N(CC)C(C)C)(C)C.C1C=CC(N(S(C(F)(F)F)(=O)=O)S(C(F)(F)F)(=O)=O)=CC=1.[O-]S(C(F)(F)F)(=O)=O.[O:50]=[S:51]1(=[O:65])[CH2:56][CH2:55][N:54]([CH2:57][C:58]2[CH:63]=[CH:62][C:61]([NH2:64])=[CH:60][CH:59]=2)[CH2:53][CH2:52]1. Given the product [Br:1][C:2]1[N:10]2[C:5]([CH:6]=[N:7][C:8]([NH:64][C:61]3[CH:62]=[CH:63][C:58]([CH2:57][N:54]4[CH2:55][CH2:56][S:51](=[O:65])(=[O:50])[CH2:52][CH2:53]4)=[CH:59][CH:60]=3)=[N:9]2)=[CH:4][CH:3]=1, predict the reactants needed to synthesize it. (3) The reactants are: Br[CH2:2][C:3]([C:5]1[CH:10]=[CH:9][CH:8]=[CH:7][C:6]=1[C:11]([F:14])([F:13])[F:12])=O.[CH3:15][O:16][C:17](=[O:25])[CH2:18][CH2:19][CH2:20][CH2:21][C:22](=[O:24])[NH2:23]. Given the product [CH3:15][O:16][C:17](=[O:25])[CH2:18][CH2:19][CH2:20][CH2:21][C:22]1[O:24][CH:2]=[C:3]([C:5]2[CH:10]=[CH:9][CH:8]=[CH:7][C:6]=2[C:11]([F:14])([F:13])[F:12])[N:23]=1, predict the reactants needed to synthesize it. (4) Given the product [CH2:9]([C:11]1[CH:16]=[CH:15][C:14]([N:17]([CH2:32][CH:33]([CH3:34])[CH3:35])[S:18]([C:21]2[CH:22]=[CH:23][C:24]([O:8][CH2:7][CH:4]3[CH2:5][CH2:6][O:1][CH2:2][CH2:3]3)=[C:25]([CH:30]=2)[C:26]([O:28][CH3:29])=[O:27])(=[O:20])=[O:19])=[CH:13][CH:12]=1)[CH3:10], predict the reactants needed to synthesize it. The reactants are: [O:1]1[CH2:6][CH2:5][CH:4]([CH2:7][OH:8])[CH2:3][CH2:2]1.[CH2:9]([C:11]1[CH:16]=[CH:15][C:14]([N:17]([CH2:32][CH:33]([CH3:35])[CH3:34])[S:18]([C:21]2[CH:22]=[CH:23][C:24](O)=[C:25]([CH:30]=2)[C:26]([O:28][CH3:29])=[O:27])(=[O:20])=[O:19])=[CH:13][CH:12]=1)[CH3:10].C(P(CCCC)(CCCC)=CC#N)CCC. (5) Given the product [Si:9]([O:2][CH2:3][C:4]1[N:5]=[CH:6][NH:7][CH:8]=1)([C:22]([CH3:25])([CH3:24])[CH3:23])([C:16]1[CH:17]=[CH:18][CH:19]=[CH:20][CH:21]=1)[C:10]1[CH:15]=[CH:14][CH:13]=[CH:12][CH:11]=1, predict the reactants needed to synthesize it. The reactants are: Cl.[OH:2][CH2:3][C:4]1[N:5]=[CH:6][NH:7][CH:8]=1.[Si:9](Cl)([C:22]([CH3:25])([CH3:24])[CH3:23])([C:16]1[CH:21]=[CH:20][CH:19]=[CH:18][CH:17]=1)[C:10]1[CH:15]=[CH:14][CH:13]=[CH:12][CH:11]=1.O. (6) The reactants are: [CH2:1]=[C:2]1[CH2:5][N:4]([C:6]([O:8][C:9]([CH3:12])([CH3:11])[CH3:10])=[O:7])[CH2:3]1.Cl/[C:14](=[N:27]\[OH:28])/[C:15]12[CH2:22][CH2:21][C:18]([C:23]([O:25][CH3:26])=[O:24])([CH2:19][CH2:20]1)[CH2:17][CH2:16]2. Given the product [CH3:26][O:25][C:23]([C:18]12[CH2:21][CH2:22][C:15]([C:14]3[CH2:1][C:2]4([CH2:5][N:4]([C:6]([O:8][C:9]([CH3:12])([CH3:11])[CH3:10])=[O:7])[CH2:3]4)[O:28][N:27]=3)([CH2:20][CH2:19]1)[CH2:16][CH2:17]2)=[O:24], predict the reactants needed to synthesize it.